Dataset: Drug-target binding data from BindingDB using Ki measurements. Task: Regression. Given a target protein amino acid sequence and a drug SMILES string, predict the binding affinity score between them. We predict pKi (pKi = -log10(Ki in M); higher means stronger inhibition). Dataset: bindingdb_ki. (1) The drug is Cc1c(O)cccc1C(=O)N[C@@H](CSc1ccccc1)[C@H](O)CN1C[C@H]2CCCC[C@H]2C[C@H]1C(=O)NC(C)(C)C. The target protein sequence is PQVTLWQRPLVTIKIGGQLREALLDTGADDTIFEEISLPGRWKPKIIGGIGGFIKVRQYDQIPIEICGHKVIGTVLVGPTPANVIGRNLMTQIGCTLNF. The pKi is 7.3. (2) The small molecule is COC(CO)C(=O)OC(C)c1cccc2nc3c(C(=O)O)cccc3nc12. The target protein sequence is KPPQRLTWLTVSTVFQRDETPCSSPEKVAMLDGFHKDKTLPNASADILMRRMSTVGKKSVQTISNEQRASKVLGIVFFLFLLMWCPFFITNVTLVLCDSCNQTTLNMLLEIFVWIGYVSSGVNPLVYTLFNKTFRDA. The pKi is 7.2. (3) The compound is CN(C)CCOc1cc(NS(=O)(=O)c2c(Cl)cc(C(F)(F)F)cc2Cl)ccc1Cl. The target protein (Q9QZQ4) has sequence MDRVPFCCLLFVGLLNPLLSFPVTDTGEMSLQLPVLEENALRALEELERTALLQTLRQTVGTEAEGSLGQADPSAETPTPRGSLRKALTGQDSNTVLSRLLARTRKQRKQHGTAPECFWKYCI. The pKi is 6.9. (4) The compound is Nc1ncnc2c1ncn2C1CC(CSCCC(N)C(=O)O)C(O)C1O. The target protein (P50135) has sequence MASSMRSLFSDHGKYVESFRRFLNHSTEHQCMQEFMDKKLPGIIGRIGDTKSEIKILSIGGGAGEIDLQILSKVQAQYPGVCINNEVVEPSAEQIAKYKELVAKTSNLENVKFAWHKETSSEYQSRMLEKKELQKWDFIHMIQMLYYVKDIPATLKFFHSLLGTNAKMLIIVVSGSSGWDKLWKKYGSRFPQDDLCQYITSDDLTQMLDNLGLKYECYDLLSTMDISDCFIDGNENGDLLWDFLTETCNFNATAPPDLRAELGKDLQEPEFSAKKEGKVLFNNTLSFIVIEA. The pKi is 5.0. (5) The drug is NNC(=O)CC(=O)Nc1cc(Cl)cc(Cl)c1. The target protein (P9WI81) has sequence MTTPSHLSDRYELGEILGFGGMSEVHLARDLRLHRDVAVKVLRADLARDPSFYLRFRREAQNAAALNHPAIVAVYDTGEAETPAGPLPYIVMEYVDGVTLRDIVHTEGPMTPKRAIEVIADACQALNFSHQNGIIHRDVKPANIMISATNAVKVMDFGIARAIADSGNSVTQTAAVIGTAQYLSPEQARGDSVDARSDVYSLGCVLYEVLTGEPPFTGDSPVSVAYQHVREDPIPPSARHEGLSADLDAVVLKALAKNPENRYQTAAEMRADLVRVHNGEPPEAPKVLTDAERTSLLSSAAGNLSGPRTDPLPRQDLDDTDRDRSIGSVGRWVAVVAVLAVLTVVVTIAINTFGGITRDVQVPDVRGQSSADAIATLQNRGFKIRTLQKPDSTIPPDHVIGTDPAANTSVSAGDEITVNVSTGPEQREIPDVSTLTYAEAVKKLTAAGFGRFKQANSPSTPELVGKVIGTNPPANQTSAITNVVIIIVGSGPATKDIPDV.... The pKi is 5.1. (6) The small molecule is c1ccc2c(c1)OC[C@H]([C@@H]1CCCN1)O2. The target protein (P09483) has sequence MANSGTGAPPPLLLLPLLLLLGTGLLPASSHIETRAHAEERLLKRLFSGYNKWSRPVANISDVVLVRFGLSIAQLIDVDEKNQMMTTNVWVKQEWHDYKLRWDPGDYENVTSIRIPSELIWRPDIVLYNNADGDFAVTHLTKAHLFYDGRVQWTPPAIYKSSCSIDVTFFPFDQQNCTMKFGSWTYDKAKIDLVSMHSRVDQLDFWESGEWVIVDAVGTYNTRKYECCAEIYPDITYAFIIRRLPLFYTINLIIPCLLISCLTVLVFYLPSECGEKVTLCISVLLSLTVFLLLITEIIPSPTSLVIPLIGEYLLFTMIFVTLSIVITVFVLNVHHRSPRTHTMPAWVRRVFLDIVPRLLFMKRPSVVKDNCRRLIESMHKMANAPRFWPEPVGEPGILSDICNQGLSPAPTFCNPTDTAVETQPTCRSPPLEVPDLKTSEVEKASPCPSPGSCPPPKSSSGAPMLIKARSLSVQHVPSSQEAAEDGIRCRSRSIQYCVSQ.... The pKi is 4.8. (7) The compound is CCCCCCSc1nc2c(N)ncnc2n1C1O[C@H](COP(=O)(O)OP(=O)(O)OP(=O)(O)O)[C@@H](O)[C@H]1O. The target protein (O18956) has sequence MEDRRESELKVFCSKNILSILGFSCIIAVIALLALGLTQNKALPENVKFGIVLDAGSSHTSLYIYRWPAEKENDTGVVTQIEESNVKGPGISGFAKKVNEINVYLTACMERAQKVIPSIQHMETPVYLGATAGMRLLRMENKQMADKILAAVASSISEYPFDFQGARIISGQEEGAYGWITVNYLLGKFTQKLSWFNLKPSKDDTQETYGALDLGGASTQITFVPQNETTESPNNNLYFRLYGKNYSVYTHSFLCYGKDQALLQKLALGLQGTNGIIHEPCFHSRYMRKIKMSVLNEGFCTKRHELNSSFYPLVDIEIRGAGNFQRCRQSIIQLFNTSYCPYSSCSFNGVFLPPLHGQFGAFSAFYYVMEFLNLTSEESVSVEQLTEKLEEFCAQRWEEVQKNFGEVKEKYLSEYCFSGTYILVLLLNGYHFTAESWKNIHFMNKVRSTDVGWTLGYMLNLTNKIPAEEPMSPPLPHSTYVFLMVLFSLILLAVIIVGIV.... The pKi is 4.8.